The task is: Predict the reactants needed to synthesize the given product.. This data is from Full USPTO retrosynthesis dataset with 1.9M reactions from patents (1976-2016). (1) Given the product [Br:1][C:2]1[CH:17]=[CH:16][C:5]2[CH2:6][CH2:7][CH2:8][CH:9]([C:12]([O:14][CH3:15])=[O:13])[CH:10]([OH:11])[C:4]=2[CH:3]=1, predict the reactants needed to synthesize it. The reactants are: [Br:1][C:2]1[CH:17]=[CH:16][C:5]2[CH2:6][CH2:7][CH2:8][CH:9]([C:12]([O:14][CH3:15])=[O:13])[C:10](=[O:11])[C:4]=2[CH:3]=1.[BH4-].[Na+]. (2) Given the product [F:11][C:3]1[CH:4]=[CH:5][C:6]([C:8]([OH:10])=[O:9])=[N:7][C:2]=1[C:14]1[CH:15]=[C:16]([C:19](=[O:24])[NH:20][CH:21]([CH3:22])[CH3:23])[CH:17]=[CH:18][C:13]=1[F:12], predict the reactants needed to synthesize it. The reactants are: Br[C:2]1[N:7]=[C:6]([C:8]([OH:10])=[O:9])[CH:5]=[CH:4][C:3]=1[F:11].[F:12][C:13]1[CH:18]=[CH:17][C:16]([C:19](=[O:24])[NH:20][CH:21]([CH3:23])[CH3:22])=[CH:15][C:14]=1B(O)O.